From a dataset of Reaction yield outcomes from USPTO patents with 853,638 reactions. Predict the reaction yield, written as a fraction of the theoretical maximum amount of product (1.0 means a 100% yield; for example, 0.34 means a 34% yield). (1) The reactants are [F:1][C:2]1[C:25]([C:26]([OH:28])=O)=[CH:24][CH:23]=[CH:22][C:3]=1[O:4][C:5]1[C:10]2=[C:11]([CH:19]([CH3:21])[CH3:20])[C:12]([C:14]([O:16][CH2:17][CH3:18])=[O:15])=[CH:13][N:9]2[N:8]=[CH:7][N:6]=1.CCN=C=NCCCN(C)C.CCN(C(C)C)C(C)C.C1C=CC2N(O)N=NC=2C=1.Cl.[O:60]([NH2:62])[CH3:61].CN([P+](ON1N=NC2C=CC=CC1=2)(N(C)C)N(C)C)C.F[P-](F)(F)(F)(F)F. The catalyst is CN(C)C=O. The product is [F:1][C:2]1[C:25]([C:26]([NH:62][O:60][CH3:61])=[O:28])=[CH:24][CH:23]=[CH:22][C:3]=1[O:4][C:5]1[C:10]2=[C:11]([CH:19]([CH3:21])[CH3:20])[C:12]([C:14]([O:16][CH2:17][CH3:18])=[O:15])=[CH:13][N:9]2[N:8]=[CH:7][N:6]=1. The yield is 0.930. (2) The product is [F:18][C:15]1[CH:16]=[CH:17][C:12]2[N:11]=[C:10]([C@@H:8]([NH:7][C:6](=[O:5])[CH3:28])[CH3:9])[N:19]([C:20]3[CH:21]=[N:22][CH:23]=[CH:24][CH:25]=3)[C:13]=2[CH:14]=1. No catalyst specified. The reactants are C([O:5][C:6](=O)[NH:7][C@H:8]([C:10](=O)[NH:11][C:12]1[CH:17]=[CH:16][C:15]([F:18])=[CH:14][C:13]=1[NH:19][C:20]1[CH:21]=[N:22][CH:23]=[CH:24][CH:25]=1)[CH3:9])(C)(C)C.[CH3:28]C(O)=O. The yield is 0.570. (3) The reactants are [C:1]1([CH3:12])[CH:6]=[CH:5][C:4]([S:7]([NH:10][NH2:11])(=[O:9])=[O:8])=[CH:3][CH:2]=1.[C:13]([O:17][C:18]([N:20]1[C:25]2([CH3:29])[CH2:26][CH2:27][CH2:28][C:21]1([CH3:31])[CH2:22][C:23](=O)[CH2:24]2)=[O:19])([CH3:16])([CH3:15])[CH3:14].O.C(=O)(O)[O-].[Na+]. The catalyst is C1C=CC=CC=1. The product is [C:13]([O:17][C:18]([N:20]1[C:21]2([CH3:31])[CH2:28][CH2:27][CH2:26][C:25]1([CH3:29])[CH2:24][C:23](=[N:11][NH:10][S:7]([C:4]1[CH:3]=[CH:2][C:1]([CH3:12])=[CH:6][CH:5]=1)(=[O:8])=[O:9])[CH2:22]2)=[O:19])([CH3:16])([CH3:14])[CH3:15]. The yield is 0.620. (4) The reactants are [Cl:1][C:2]1[C:3]([N:32]2[CH2:37][CH2:36][N:35]([C:38]3[CH:43]=[CH:42][CH:41]=[CH:40][N:39]=3)[CH2:34][CH2:33]2)=[C:4]([F:31])[CH:5]=[C:6]2[C:11]=1[N:10]([C:12]1[CH:17]=[CH:16][C:15]([CH2:18][NH:19][CH:20]3[CH2:24][CH2:23][CH2:22][CH2:21]3)=[CH:14][CH:13]=1)[CH:9]=[C:8]([C:25]([O:27]CC)=[O:26])[C:7]2=[O:30].CCOCC. The catalyst is CC(O)C.Cl.O. The product is [Cl:1][C:2]1[C:3]([N:32]2[CH2:33][CH2:34][N:35]([C:38]3[CH:43]=[CH:42][CH:41]=[CH:40][N:39]=3)[CH2:36][CH2:37]2)=[C:4]([F:31])[CH:5]=[C:6]2[C:11]=1[N:10]([C:12]1[CH:17]=[CH:16][C:15]([CH2:18][NH:19][CH:20]3[CH2:24][CH2:23][CH2:22][CH2:21]3)=[CH:14][CH:13]=1)[CH:9]=[C:8]([C:25]([OH:27])=[O:26])[C:7]2=[O:30]. The yield is 0.810. (5) The reactants are [BH4-].[Na+].[C:3]([C:5]1([C:8]2[CH:33]=[CH:32][C:11]([CH2:12][N:13]([CH2:20][CH2:21][C:22]3[CH:27]=[CH:26][CH:25]=[C:24]([C:28]([F:31])([F:30])[F:29])[CH:23]=3)C(=O)C(F)(F)F)=[CH:10][CH:9]=2)[CH2:7][CH2:6]1)#[N:4].O. The catalyst is C(O)C. The product is [F:29][C:28]([F:30])([F:31])[C:24]1[CH:23]=[C:22]([CH2:21][CH2:20][NH:13][CH2:12][C:11]2[CH:10]=[CH:9][C:8]([C:5]3([C:3]#[N:4])[CH2:6][CH2:7]3)=[CH:33][CH:32]=2)[CH:27]=[CH:26][CH:25]=1. The yield is 0.770. (6) The reactants are [F:1][CH:2]([F:23])[O:3][C:4]1[CH:9]=[CH:8][C:7]([C:10]2[CH:11]=[C:12]3[C:16](=[CH:17][CH:18]=2)[C:15](=[O:19])[O:14][CH2:13]3)=[C:6]([OH:20])[C:5]=1[O:21]C.C(=O)([O-])[O-].[K+].[K+].Br[CH2:31][C:32]1[CH:37]=[CH:36][C:35]([S:38]([NH2:41])(=[O:40])=[O:39])=[CH:34][CH:33]=1. The catalyst is C(#N)C. The product is [F:23][CH:2]([F:1])[O:3][C:4]1[C:5]([OH:21])=[C:6]([C:7]([C:10]2[CH:11]=[C:12]3[C:16](=[CH:17][CH:18]=2)[C:15](=[O:19])[O:14][CH2:13]3)=[CH:8][CH:9]=1)[O:20][CH2:31][C:32]1[CH:33]=[CH:34][C:35]([S:38]([NH2:41])(=[O:40])=[O:39])=[CH:36][CH:37]=1. The yield is 0.460. (7) The reactants are [CH3:1][N:2]1[C@@H:18]2[CH2:19][C:7]3[CH:8]=[CH:9][C:10]([O:21][CH3:22])=[C:11]4[O:12][C@H:13]5[C@@H:14]([OH:20])[CH:15]=[CH:16][C@@H:17]2[C@:5]5([C:6]=34)[CH2:4][CH2:3]1. The catalyst is CCO. The product is [CH3:1][N:2]1[C@@H:18]2[CH2:19][C:7]3[CH:8]=[CH:9][C:10]([O:21][CH3:22])=[C:11]4[O:12][C@H:13]5[C:14]([CH2:15][CH2:16][C@@H:17]2[C@:5]5([C:6]=34)[CH2:4][CH2:3]1)=[O:20]. The yield is 0.700.